From a dataset of Forward reaction prediction with 1.9M reactions from USPTO patents (1976-2016). Predict the product of the given reaction. (1) Given the reactants [C:1]([C:4]1[C:5]([C:23]2[CH:28]=[CH:27][C:26]([F:29])=[C:25]([Cl:30])[CH:24]=2)=[N:6][N:7]2[C@H:12]3[CH2:13][O:14][CH2:15][C@H:11]3[N:10](C(OC(C)(C)C)=O)[CH2:9][C:8]=12)(=[O:3])[NH2:2].Cl, predict the reaction product. The product is: [ClH:30].[Cl:30][C:25]1[CH:24]=[C:23]([C:5]2[C:4]([C:1]([NH2:2])=[O:3])=[C:8]3[CH2:9][NH:10][C@@H:11]4[CH2:15][O:14][CH2:13][C@@H:12]4[N:7]3[N:6]=2)[CH:28]=[CH:27][C:26]=1[F:29]. (2) The product is: [Cl:1][C:2]1[CH:11]=[C:10]2[C:5]([N:6]=[C:7]([O:20][CH3:21])[C:8]([C@H:12]([NH:13][S@@:14]([C:16]([CH3:17])([CH3:18])[CH3:19])=[O:15])[CH3:22])=[N:9]2)=[CH:4][CH:3]=1. Given the reactants [Cl:1][C:2]1[CH:11]=[C:10]2[C:5]([N:6]=[C:7]([O:20][CH3:21])[C:8](/[CH:12]=[N:13]/[S@@:14]([C:16]([CH3:19])([CH3:18])[CH3:17])=[O:15])=[N:9]2)=[CH:4][CH:3]=1.[CH3:22][Mg]Cl, predict the reaction product. (3) Given the reactants [CH2:1]([C:4]1[O:5][CH:6]=[CH:7][CH:8]=1)[CH2:2][CH3:3].[Li]CCCC.[CH2:14]1[O:16][CH2:15]1, predict the reaction product. The product is: [CH2:1]([C:4]1[O:5][C:6]([CH2:14][CH2:15][OH:16])=[CH:7][CH:8]=1)[CH2:2][CH3:3]. (4) Given the reactants Br[CH2:2][C:3]1[CH:4]=[C:5]([CH:8]=[CH:9][CH:10]=1)[CH:6]=[O:7].[OH:11][C:12]1[C:17]([CH2:18][CH2:19][CH3:20])=[C:16]([OH:21])[CH:15]=[CH:14][C:13]=1[C:22](=[O:24])[CH3:23].C(=O)([O-])[O-].[K+].[K+], predict the reaction product. The product is: [C:22]([C:13]1[CH:14]=[CH:15][C:16]([O:21][CH2:2][C:3]2[CH:4]=[C:5]([CH:8]=[CH:9][CH:10]=2)[CH:6]=[O:7])=[C:17]([CH2:18][CH2:19][CH3:20])[C:12]=1[OH:11])(=[O:24])[CH3:23].